From a dataset of Full USPTO retrosynthesis dataset with 1.9M reactions from patents (1976-2016). Predict the reactants needed to synthesize the given product. (1) Given the product [CH3:1][O:2][C:3]1[CH:4]=[C:5]([C:17]2[CH:18]=[N:19][CH:20]=[C:21]([CH:27]=2)[C:22]([O:24][CH2:25][CH3:26])=[O:23])[CH:6]=[C:7]([O:11][CH3:12])[C:8]=1[O:9][CH3:10], predict the reactants needed to synthesize it. The reactants are: [CH3:1][O:2][C:3]1[CH:4]=[C:5](B(O)O)[CH:6]=[C:7]([O:11][CH3:12])[C:8]=1[O:9][CH3:10].Br[C:17]1[CH:18]=[N:19][CH:20]=[C:21]([CH:27]=1)[C:22]([O:24][CH2:25][CH3:26])=[O:23]. (2) Given the product [CH2:12]=[C:2]1[CH:11]2[CH:3]1[CH2:4][CH2:5][C:6]12[O:7][CH2:8][CH2:9][O:10]1, predict the reactants needed to synthesize it. The reactants are: Cl[C:2]1([CH3:12])[CH:11]2[CH:3]1[CH2:4][CH2:5][C:6]12[O:10][CH2:9][CH2:8][O:7]1.CC([O-])(C)C.[K+]. (3) Given the product [F:18][C:19]1[CH:20]=[CH:21][C:22]([CH2:25][C:26]([N:28]=[C:29]=[O:30])=[O:27])=[CH:23][CH:24]=1, predict the reactants needed to synthesize it. The reactants are: FC1C=CC(CC(N)=O)=CC=1.C(Cl)(=O)C(Cl)=O.[F:18][C:19]1[CH:24]=[CH:23][C:22]([CH2:25][C:26]([NH:28][C:29](=O)[O:30]C)=[O:27])=[CH:21][CH:20]=1. (4) Given the product [N:9]1([N:3]2[CH:4]=[C:5]([Br:8])[CH:6]=[N:7][CH2:2]2)[CH2:13][CH2:12][CH2:11][CH2:10]1, predict the reactants needed to synthesize it. The reactants are: Cl[C:2]1[N:7]=[CH:6][C:5]([Br:8])=[CH:4][N:3]=1.[NH:9]1[CH2:13][CH2:12][CH2:11][CH2:10]1. (5) Given the product [C:1]([O:4][CH2:5][CH2:6][CH2:7][CH2:8][CH2:9][CH2:10][CH2:11][CH2:12][CH2:13][CH2:14][CH2:15][CH2:16][O:17][CH2:18][Cl:19])(=[O:3])[CH3:2], predict the reactants needed to synthesize it. The reactants are: [C:1]([O:4][CH2:5][CH2:6][CH2:7][CH2:8][CH2:9][CH2:10][CH2:11][CH2:12][CH2:13][CH2:14][CH2:15][CH2:16][OH:17])(=[O:3])[CH3:2].[CH2:18](Cl)[Cl:19].Cl.